Dataset: Catalyst prediction with 721,799 reactions and 888 catalyst types from USPTO. Task: Predict which catalyst facilitates the given reaction. (1) Reactant: [Cl:1][C:2]1[CH:3]=[CH:4][C:5]([OH:10])=[C:6]([CH:9]=1)[CH:7]=[O:8].C(=O)([O-])[O-].[K+].[K+].Br[CH2:18][C:19]([O:21][C:22]([CH3:25])([CH3:24])[CH3:23])=[O:20]. Product: [Cl:1][C:2]1[CH:3]=[CH:4][C:5]([O:10][CH2:18][C:19]([O:21][C:22]([CH3:25])([CH3:24])[CH3:23])=[O:20])=[C:6]([CH:7]=[O:8])[CH:9]=1. The catalyst class is: 21. (2) Reactant: [CH2:1]([O:5][C:6]1[CH:14]=[CH:13][C:9]([C:10]([OH:12])=O)=[CH:8][N:7]=1)[CH2:2][CH2:3][CH3:4].[F:15][C:16]1[CH:22]=[C:21]([F:23])[CH:20]=[CH:19][C:17]=1[NH2:18].CCN(C(C)C)C(C)C.CN(C(ON1N=NC2C=CC=NC1=2)=[N+](C)C)C.F[P-](F)(F)(F)(F)F. Product: [CH2:1]([O:5][C:6]1[CH:14]=[CH:13][C:9]([C:10]([NH:18][C:17]2[CH:19]=[CH:20][C:21]([F:23])=[CH:22][C:16]=2[F:15])=[O:12])=[CH:8][N:7]=1)[CH2:2][CH2:3][CH3:4]. The catalyst class is: 18. (3) Reactant: [F:1][C:2]1[CH:11]=[CH:10][C:9]2[N:8]=[CH:7][C:6](=[O:12])[N:5]3[CH2:13][C:14]([OH:19])([C:15](OC)=[O:16])[C:3]=1[C:4]=23.[BH4-].[Na+]. Product: [F:1][C:2]1[CH:11]=[CH:10][C:9]2[NH:8][CH2:7][C:6](=[O:12])[N:5]3[CH2:13][C:14]([OH:19])([CH2:15][OH:16])[C:3]=1[C:4]=23. The catalyst class is: 5. (4) Reactant: Cl.O.[OH:3][C:4]12[C:15]3[C:10](=[C:11]([N+:16]([O-])=O)[CH:12]=[CH:13][CH:14]=3)[C:9](=[O:19])[C:8]1([NH:20][C:21](=[O:30])[C:22]1[CH:27]=[CH:26][N:25]=[C:24]([O:28][CH3:29])[CH:23]=1)[C:7]1[CH:31]=[CH:32][C:33]([CH:35]([CH3:37])[CH3:36])=[CH:34][C:6]=1[O:5]2. Product: [NH2:16][C:11]1[CH:12]=[CH:13][CH:14]=[C:15]2[C:10]=1[C:9](=[O:19])[C:8]1([NH:20][C:21](=[O:30])[C:22]3[CH:27]=[CH:26][N:25]=[C:24]([O:28][CH3:29])[CH:23]=3)[C:7]3[CH:31]=[CH:32][C:33]([CH:35]([CH3:37])[CH3:36])=[CH:34][C:6]=3[O:5][C:4]12[OH:3]. The catalyst class is: 186. (5) Product: [CH2:64]([S:65]([NH:68][C:33](=[O:35])[CH2:32][CH:29]1[CH2:30][CH2:31][N:27]([C:13]2[C:12]([C:10]#[N:11])=[CH:17][C:16]([C:18]([O:20][CH2:21][CH3:22])=[O:19])=[C:15]([C:23]([F:25])([F:26])[F:24])[N:14]=2)[CH2:28]1)(=[O:67])=[O:66])[C:58]1[CH:63]=[CH:62][CH:61]=[CH:60][CH:59]=1. Reactant: CCN(C(C)C)C(C)C.[C:10]([C:12]1[C:13]([N:27]2[CH2:31][CH2:30][CH:29]([CH2:32][C:33]([OH:35])=O)[CH2:28]2)=[N:14][C:15]([C:23]([F:26])([F:25])[F:24])=[C:16]([C:18]([O:20][CH2:21][CH3:22])=[O:19])[CH:17]=1)#[N:11].CN(C(ON1N=NC2C=CC=CC1=2)=[N+](C)C)C.[B-](F)(F)(F)F.[C:58]1([CH2:64][S:65]([NH2:68])(=[O:67])=[O:66])[CH:63]=[CH:62][CH:61]=[CH:60][CH:59]=1. The catalyst class is: 2. (6) Reactant: [Cl:1][C:2]1[CH:7]=[CH:6][C:5]([S:8]([CH2:11][C:12]2[CH:17]=[C:16]([F:18])[CH:15]=[CH:14][C:13]=2[F:19])(=[O:10])=[O:9])=[CH:4][CH:3]=1.[CH2:20]([Li])[CH2:21][CH2:22]C.C(Br)C=C.O. Product: [Cl:1][C:2]1[CH:7]=[CH:6][C:5]([S:8]([CH:11]([C:12]2[CH:17]=[C:16]([F:18])[CH:15]=[CH:14][C:13]=2[F:19])[CH2:22][CH:21]=[CH2:20])(=[O:10])=[O:9])=[CH:4][CH:3]=1. The catalyst class is: 217. (7) Reactant: [Br:1][C:2]1[C:14]2[C:13]3[C:8](=[CH:9][C:10]([NH:15][C:16](=[O:23])[C:17]([CH3:22])([CH3:21])[CH2:18][CH2:19]O)=[CH:11][CH:12]=3)[NH:7][C:6]=2[C:5]([C:24]([NH2:26])=[O:25])=[CH:4][CH:3]=1.N(C(OCC)=O)=NC(OCC)=O.C1(P(C2C=CC=CC=2)C2C=CC=CC=2)C=CC=CC=1. Product: [Br:1][C:2]1[C:14]2[C:13]3[C:8](=[CH:9][C:10]([N:15]4[CH2:19][CH2:18][C:17]([CH3:22])([CH3:21])[C:16]4=[O:23])=[CH:11][CH:12]=3)[NH:7][C:6]=2[C:5]([C:24]([NH2:26])=[O:25])=[CH:4][CH:3]=1. The catalyst class is: 76.